Dataset: Forward reaction prediction with 1.9M reactions from USPTO patents (1976-2016). Task: Predict the product of the given reaction. (1) Given the reactants [CH:1]([NH:4]C(C)C)(C)C.[Li]CCCC.COC1[CH:30]=[CH:29][C:18]([CH2:19][N:20]2[CH:24]=[CH:23][C:22]([C:25]([F:28])([F:27])[F:26])=[N:21]2)=CC=1, predict the reaction product. The product is: [CH:18]1([CH2:19][N:20]2[C:24]([CH2:1][NH2:4])=[CH:23][C:22]([C:25]([F:26])([F:27])[F:28])=[N:21]2)[CH2:29][CH2:30]1. (2) The product is: [CH2:22]([O:24][C:25](=[O:38])[C@@H:26]([O:35][CH2:36][CH3:37])[CH2:27][C:28]1[CH:29]=[CH:30][C:31]([O:34][CH2:16][CH2:15][C:12]2[CH:11]=[CH:10][C:9]([NH:8][C:6]([O:5][C:1]([CH3:2])([CH3:3])[CH3:4])=[O:7])=[CH:14][CH:13]=2)=[CH:32][CH:33]=1)[CH3:23]. Given the reactants [C:1]([O:5][C:6]([NH:8][C:9]1[CH:14]=[CH:13][C:12]([CH2:15][CH2:16]CS([O-])(=O)=O)=[CH:11][CH:10]=1)=[O:7])([CH3:4])([CH3:3])[CH3:2].[CH2:22]([O:24][C:25](=[O:38])[C@@H:26]([O:35][CH2:36][CH3:37])[CH2:27][C:28]1[CH:33]=[CH:32][C:31]([OH:34])=[CH:30][CH:29]=1)[CH3:23].C(=O)([O-])[O-].[K+].[K+], predict the reaction product. (3) Given the reactants [NH2:1][C:2]([CH3:29])([CH3:28])[CH2:3][NH:4][C:5]([C:7]1[N:11]2[CH:12]=[C:13]([CH3:26])[CH:14]=[C:15]([O:16][CH2:17][C:18]3[C:23]([F:24])=[CH:22][CH:21]=[CH:20][C:19]=3[F:25])[C:10]2=[N:9][C:8]=1[CH3:27])=[O:6].I[CH:31]([OH:33])[CH3:32].C(=O)([O-])[O-].[K+].[K+], predict the reaction product. The product is: [F:24][C:23]1[CH:22]=[CH:21][CH:20]=[C:19]([F:25])[C:18]=1[CH2:17][O:16][C:15]1[C:10]2[N:11]([C:7]([C:5]([NH:4][CH2:3][C:2]([NH:1][CH2:32][CH2:31][OH:33])([CH3:29])[CH3:28])=[O:6])=[C:8]([CH3:27])[N:9]=2)[CH:12]=[C:13]([CH3:26])[CH:14]=1. (4) Given the reactants [C:1]([NH2:10])(=O)[CH2:2][CH2:3][CH2:4][CH2:5][CH2:6][CH2:7]C.[C:11](N)(=O)CCCCCCCCC, predict the reaction product. The product is: [CH3:11][C:5]1[CH:4]=[CH:3][C:2]([CH2:1][NH2:10])=[CH:7][CH:6]=1. (5) Given the reactants [CH:1]([O:4][C:5]1[C:10]([O:11][CH3:12])=[CH:9][C:8](I)=[CH:7][C:6]=1[OH:14])([CH3:3])[CH3:2].[Si:15]([C:22]#[C:23][CH2:24][O:25][Si:26]([C:29]([CH3:32])([CH3:31])[CH3:30])([CH3:28])[CH3:27])([C:18]([CH3:21])([CH3:20])[CH3:19])([CH3:17])[CH3:16].[Cl-].[Li+].C(=O)([O-])[O-].[Na+].[Na+], predict the reaction product. The product is: [Si:15]([CH:22]1[C:23](=[CH:24][O:25][Si:26]([C:29]([CH3:32])([CH3:31])[CH3:30])([CH3:27])[CH3:28])[C:7]2[CH:8]=[CH:9][C:10]([O:11][CH3:12])=[C:5]([O:4][CH:1]([CH3:2])[CH3:3])[C:6]=2[O:14]1)([C:18]([CH3:21])([CH3:20])[CH3:19])([CH3:17])[CH3:16]. (6) Given the reactants N#N.[OH:3][CH:4]([C:6]1[O:7][C:8]([CH2:11][N:12]2[N:16]=[C:15]([NH:17][C:18]([C:20]3[N:21]=[CH:22][O:23][C:24]=3[C:25]3[CH:26]=[C:27]([CH3:31])[CH:28]=[CH:29][CH:30]=3)=[O:19])[CH:14]=[N:13]2)=[CH:9][N:10]=1)[CH3:5], predict the reaction product. The product is: [C:4]([C:6]1[O:7][C:8]([CH2:11][N:12]2[N:16]=[C:15]([NH:17][C:18]([C:20]3[N:21]=[CH:22][O:23][C:24]=3[C:25]3[CH:26]=[C:27]([CH3:31])[CH:28]=[CH:29][CH:30]=3)=[O:19])[CH:14]=[N:13]2)=[CH:9][N:10]=1)(=[O:3])[CH3:5]. (7) Given the reactants [Cl:1][C:2]1[CH:3]=[C:4]([F:30])[C:5]([C:24]2[N:28]=[C:27]([CH3:29])[O:26][N:25]=2)=[C:6]([C:8]2[CH:9]=[C:10]3[C:14](=[CH:15][CH:16]=2)[C@@H:13]([NH:17][C:18]([C:20]2([NH2:23])[CH2:22][CH2:21]2)=[O:19])[CH2:12][CH2:11]3)[CH:7]=1.[N:31]1[CH:36]=[C:35]([C:37](O)=[O:38])[CH:34]=[N:33][CH:32]=1, predict the reaction product. The product is: [Cl:1][C:2]1[CH:3]=[C:4]([F:30])[C:5]([C:24]2[N:28]=[C:27]([CH3:29])[O:26][N:25]=2)=[C:6]([C:8]2[CH:9]=[C:10]3[C:14](=[CH:15][CH:16]=2)[C@@H:13]([NH:17][C:18]([C:20]2([NH:23][C:37]([C:35]4[CH:36]=[N:31][CH:32]=[N:33][CH:34]=4)=[O:38])[CH2:21][CH2:22]2)=[O:19])[CH2:12][CH2:11]3)[CH:7]=1.